From a dataset of Reaction yield outcomes from USPTO patents with 853,638 reactions. Predict the reaction yield, written as a fraction of the theoretical maximum amount of product (1.0 means a 100% yield; for example, 0.34 means a 34% yield). (1) The reactants are Br[CH2:2][CH2:3][N:4]1[C:8]([CH:9]([OH:11])[CH3:10])=[CH:7][C:6]([N:12]2[C:16]([CH3:17])=[CH:15][CH:14]=[C:13]2[CH3:18])=[N:5]1.C([O-])([O-])=O.[K+].[K+]. The catalyst is C(#N)C. The product is [CH3:18][C:13]1[N:12]([C:6]2[CH:7]=[C:8]3[CH:9]([CH3:10])[O:11][CH2:2][CH2:3][N:4]3[N:5]=2)[C:16]([CH3:17])=[CH:15][CH:14]=1. The yield is 0.370. (2) The reactants are [NH2:1][C:2]1[CH:7]=[CH:6][N:5]2[N:8]=[C:9]([C:11]3[CH:16]=[CH:15][CH:14]=[CH:13][C:12]=3[OH:17])[N:10]=[C:4]2[CH:3]=1.C([O-])([O-])=O.[K+].[K+].[F:24][CH2:25][CH2:26]Br. The catalyst is CN(C=O)C.O. The product is [F:24][CH2:25][CH2:26][O:17][C:12]1[CH:13]=[CH:14][CH:15]=[CH:16][C:11]=1[C:9]1[N:10]=[C:4]2[CH:3]=[C:2]([NH2:1])[CH:7]=[CH:6][N:5]2[N:8]=1. The yield is 0.660. (3) The reactants are [CH2:1]1[O:9][C:8]2[CH:7]=[CH:6][C:5]([CH3:10])=[CH:4][C:3]=2[O:2]1.[N+:11]([O-])(O)=O.O. The catalyst is C(O)(=O)C. The product is [CH2:1]1[O:2][C:3]2[CH:4]=[C:5]([CH3:10])[C:6]([NH2:11])=[CH:7][C:8]=2[O:9]1. The yield is 0.870. (4) The reactants are [F:1][C:2]([F:7])([F:6])[C:3]([OH:5])=[O:4].[CH3:8][O:9][CH2:10][CH2:11][CH:12]([N:19]1[CH:23]=[C:22]([C:24]2[C:25]3[CH:32]=[CH:31][N:30](COCC[Si](C)(C)C)[C:26]=3[N:27]=[CH:28][N:29]=2)[CH:21]=[N:20]1)[C:13]1[CH:18]=[CH:17][CH:16]=[CH:15][CH:14]=1.C(Cl)Cl.CO.C(N)CN. No catalyst specified. The product is [F:1][C:2]([F:7])([F:6])[C:3]([OH:5])=[O:4].[CH3:8][O:9][CH2:10][CH2:11][CH:12]([N:19]1[CH:23]=[C:22]([C:24]2[C:25]3[CH:32]=[CH:31][NH:30][C:26]=3[N:27]=[CH:28][N:29]=2)[CH:21]=[N:20]1)[C:13]1[CH:14]=[CH:15][CH:16]=[CH:17][CH:18]=1. The yield is 0.600. (5) The yield is 0.390. The catalyst is C(Cl)Cl.CC([O-])=O.CC([O-])=O.[Pd+2].CN(C=O)C. The product is [Cl:24][C:14]1[CH:15]=[C:16]([C:18]2[N:22]([CH3:23])[N:21]=[CH:20][N:19]=2)[S:17][C:13]=1[C:11]1[N:5]2[N:6]=[C:7]([CH3:10])[CH:8]=[CH:9][C:4]2=[N:3][C:2]=1[CH3:1]. The reactants are [CH3:1][C:2]1[N:3]=[C:4]2[CH:9]=[CH:8][C:7]([CH3:10])=[N:6][N:5]2[CH:11]=1.Br[C:13]1[S:17][C:16]([C:18]2[N:22]([CH3:23])[N:21]=[CH:20][N:19]=2)=[CH:15][C:14]=1[Cl:24].C([O-])([O-])=O.[Cs+].[Cs+].N#N.C1C=CC(P(C2C=CC=CC=2)C2C=CC=CC=2)=CC=1. (6) The reactants are Cl[CH2:2][C:3]1[O:4][C:5]2[C:6](=[C:8]([C:12]([O:14][CH3:15])=[O:13])[CH:9]=[CH:10][CH:11]=2)[N:7]=1.[CH2:16]([NH:18][CH2:19][CH3:20])[CH3:17]. The catalyst is C1COCC1. The product is [CH2:16]([N:18]([CH2:2][C:3]1[O:4][C:5]2[C:6](=[C:8]([C:12]([O:14][CH3:15])=[O:13])[CH:9]=[CH:10][CH:11]=2)[N:7]=1)[CH2:19][CH3:20])[CH3:17]. The yield is 0.640. (7) The reactants are F[C:2]1[N:7]=[CH:6][C:5]([C:8]2[CH:13]=[CH:12][C:11]([C@@H:14]([N:16]3[CH2:21][CH2:20][C@:19]([CH2:28][C:29]([OH:32])([CH3:31])[CH3:30])([C:22]4[CH:27]=[CH:26][CH:25]=[CH:24][CH:23]=4)[O:18][C:17]3=[O:33])[CH3:15])=[CH:10][CH:9]=2)=[CH:4][CH:3]=1.[NH:34]1[CH2:41][CH2:40][CH2:39][C@H:35]1[C:36]([NH2:38])=[O:37]. No catalyst specified. The product is [OH:32][C:29]([CH3:31])([CH3:30])[CH2:28][C@@:19]1([C:22]2[CH:27]=[CH:26][CH:25]=[CH:24][CH:23]=2)[O:18][C:17](=[O:33])[N:16]([C@H:14]([C:11]2[CH:12]=[CH:13][C:8]([C:5]3[CH:4]=[CH:3][C:2]([N:34]4[CH2:41][CH2:40][CH2:39][C@H:35]4[C:36]([NH2:38])=[O:37])=[N:7][CH:6]=3)=[CH:9][CH:10]=2)[CH3:15])[CH2:21][CH2:20]1. The yield is 0.300. (8) The reactants are [NH2:1][C:2]1[C:3](=[O:21])[N:4]([CH2:13][C:14]2[CH:19]=[CH:18][C:17]([Cl:20])=[CH:16][CH:15]=2)[C:5](=[O:12])[N:6]([CH2:9][CH2:10][CH3:11])[C:7]=1[NH2:8].Cl[CH:23]1[CH2:27][CH2:26][CH2:25][C:24]1=O. The catalyst is CO.C(O)(=O)C. The product is [Cl:20][C:17]1[CH:18]=[CH:19][C:14]([CH2:13][N:4]2[C:3](=[O:21])[C:2]3[C:7](=[N:8][C:23]4[CH2:27][CH2:26][CH2:25][C:24]=4[N:1]=3)[N:6]([CH2:9][CH2:10][CH3:11])[C:5]2=[O:12])=[CH:15][CH:16]=1. The yield is 0.260. (9) The reactants are [CH3:1][CH:2]([N:4]1[C:12](/[CH:13]=[CH:14]/[C@H:15]([OH:24])[CH2:16][C@H:17]([OH:23])[CH2:18][C:19]([O:21]C)=[O:20])=[C:11]([C:25]2[CH:30]=[CH:29][C:28]([F:31])=[CH:27][CH:26]=2)[C:10]2[C:5]1=[CH:6][CH:7]=[CH:8][CH:9]=2)[CH3:3].C1CCCCC1.[OH-].[Na+:39]. The catalyst is CO. The product is [CH3:3][CH:2]([N:4]1[C:12](/[CH:13]=[CH:14]/[CH:15]([OH:24])[CH2:16][CH:17]([OH:23])[CH2:18][C:19]([O-:21])=[O:20])=[C:11]([C:25]2[CH:26]=[CH:27][C:28]([F:31])=[CH:29][CH:30]=2)[C:10]2[CH:9]=[CH:8][CH:7]=[CH:6][C:5]1=2)[CH3:1].[Na+:39]. The yield is 0.900.